From a dataset of Reaction yield outcomes from USPTO patents with 853,638 reactions. Predict the reaction yield, written as a fraction of the theoretical maximum amount of product (1.0 means a 100% yield; for example, 0.34 means a 34% yield). (1) The reactants are [F:1][CH:2]([F:26])[O:3][C:4]1[CH:5]=[C:6]([C:14]([C:16]2[C:24]3[C:19](=[N:20][CH:21]=[C:22](Br)[CH:23]=3)[NH:18][CH:17]=2)=[O:15])[CH:7]=[C:8]([O:10][CH:11]([F:13])[F:12])[CH:9]=1.[C:27]1(B(O)O)[CH:32]=[CH:31][CH:30]=[CH:29][CH:28]=1.C(=O)([O-])[O-].[K+].[K+]. The catalyst is C(#N)C.O.C1C=CC([P]([Pd]([P](C2C=CC=CC=2)(C2C=CC=CC=2)C2C=CC=CC=2)([P](C2C=CC=CC=2)(C2C=CC=CC=2)C2C=CC=CC=2)[P](C2C=CC=CC=2)(C2C=CC=CC=2)C2C=CC=CC=2)(C2C=CC=CC=2)C2C=CC=CC=2)=CC=1. The product is [F:1][CH:2]([F:26])[O:3][C:4]1[CH:5]=[C:6]([C:14]([C:16]2[C:24]3[C:19](=[N:20][CH:21]=[C:22]([C:27]4[CH:32]=[CH:31][CH:30]=[CH:29][CH:28]=4)[CH:23]=3)[NH:18][CH:17]=2)=[O:15])[CH:7]=[C:8]([O:10][CH:11]([F:13])[F:12])[CH:9]=1. The yield is 0.330. (2) The reactants are [N+:1]([C:4]1[CH:12]=[CH:11][C:7]2[N:8]=[CH:9][NH:10][C:6]=2[CH:5]=1)([O-:3])=[O:2].[CH2:13]([Mg]Br)[CH2:14][CH3:15].ClC1C(=O)C(Cl)=C(Cl)C(=O)C=1Cl. The catalyst is C1COCC1. The product is [CH2:13]([C:5]1[C:6]2[NH:10][CH:9]=[N:8][C:7]=2[CH:11]=[CH:12][C:4]=1[N+:1]([O-:3])=[O:2])[CH2:14][CH3:15]. The yield is 0.520. (3) The reactants are [CH:1]1([N:7]([CH:18]2[CH2:23][CH2:22][CH2:21][CH2:20][CH2:19]2)[C:8]([NH:10][C:11]2[S:12][C:13]([CH:16]=O)=[CH:14][N:15]=2)=[O:9])[CH2:6][CH2:5][CH2:4][CH2:3][CH2:2]1.[CH:24]1([NH2:29])[CH2:28][CH2:27][CH2:26][CH2:25]1.C(O[BH-](OC(=O)C)OC(=O)C)(=O)C.[Na+]. No catalyst specified. The product is [CH:1]1([N:7]([CH:18]2[CH2:23][CH2:22][CH2:21][CH2:20][CH2:19]2)[C:8]([NH:10][C:11]2[S:12][C:13]([CH2:16][NH:29][CH:24]3[CH2:28][CH2:27][CH2:26][CH2:25]3)=[CH:14][N:15]=2)=[O:9])[CH2:6][CH2:5][CH2:4][CH2:3][CH2:2]1. The yield is 0.370. (4) The reactants are FC(F)(F)C(O)=O.[Cl:8][C:9]1[CH:10]=[CH:11][C:12]([NH:15][C:16](=[O:32])[C:17]2[CH:22]=[CH:21][CH:20]=[CH:19][C:18]=2[NH:23][C:24]([O:26][CH:27]2[CH2:31][CH2:30][NH:29][CH2:28]2)=[O:25])=[N:13][CH:14]=1.[C:33]1(=O)[CH2:37][CH2:36][CH2:35][CH2:34]1.C([BH3-])#N.[Na+]. No catalyst specified. The product is [Cl:8][C:9]1[CH:10]=[CH:11][C:12]([NH:15][C:16](=[O:32])[C:17]2[CH:22]=[CH:21][CH:20]=[CH:19][C:18]=2[NH:23][C:24]([O:26][CH:27]2[CH2:31][CH2:30][N:29]([CH:33]3[CH2:37][CH2:36][CH2:35][CH2:34]3)[CH2:28]2)=[O:25])=[N:13][CH:14]=1. The yield is 0.870.